This data is from Forward reaction prediction with 1.9M reactions from USPTO patents (1976-2016). The task is: Predict the product of the given reaction. (1) Given the reactants [CH3:1][O:2][C:3]1[CH:4]=[C:5]2[C:10](=[CH:11][C:12]=1[O:13][CH3:14])[N:9]=[CH:8][CH:7]=[C:6]2[O:15][C:16]1[CH:22]=[CH:21][C:19]([NH2:20])=[C:18]([CH3:23])[C:17]=1[CH3:24].Cl[C:26](Cl)([O:28][C:29](=[O:35])OC(Cl)(Cl)Cl)Cl.[CH3:37][N:38]1[CH2:43]C[CH2:41][CH:40](O)[CH2:39]1.C(=O)(O)[O-].[Na+], predict the reaction product. The product is: [CH3:1][O:2][C:3]1[CH:4]=[C:5]2[C:10](=[CH:11][C:12]=1[O:13][CH3:14])[N:9]=[CH:8][CH:7]=[C:6]2[O:15][C:16]1[CH:22]=[CH:21][C:19]([NH:20][C:29](=[O:35])[O:28][CH:26]2[CH2:41][CH2:40][CH2:39][N:38]([CH3:43])[CH2:37]2)=[C:18]([CH3:23])[C:17]=1[CH3:24]. (2) Given the reactants [F:1][C:2]1[C:7]([O:8]C)=[CH:6][CH:5]=[CH:4][C:3]=1[C:10]1[CH:11]=[C:12]([NH:16][CH2:17][C:18]2[CH:19]=[C:20]([OH:24])[CH:21]=[CH:22][CH:23]=2)[CH:13]=[N:14][CH:15]=1, predict the reaction product. The product is: [F:1][C:2]1[C:3]([C:10]2[CH:15]=[N:14][CH:13]=[C:12]([NH:16][CH2:17][C:18]3[CH:23]=[CH:22][CH:21]=[C:20]([OH:24])[CH:19]=3)[CH:11]=2)=[CH:4][CH:5]=[CH:6][C:7]=1[OH:8]. (3) Given the reactants [C:1]([NH:4][C:5]1[CH:25]=[CH:24][C:8]([CH2:9][N:10]([O:22][CH3:23])[C:11](=[O:21])[CH:12]=[C:13]2[C:17](=[O:18])[O:16][C:15](C)(C)[O:14]2)=[CH:7][CH:6]=1)(=[O:3])[CH3:2], predict the reaction product. The product is: [CH3:15][O:16][C:17](=[O:18])[C:13]([OH:14])=[CH:12][C:11](=[O:21])[N:10]([CH2:9][C:8]1[CH:24]=[CH:25][C:5]([NH:4][C:1](=[O:3])[CH3:2])=[CH:6][CH:7]=1)[O:22][CH3:23]. (4) Given the reactants Cl[C:2]1[C:3]2[N:10]([CH2:11][CH:12]([O:16][CH2:17][CH3:18])[O:13][CH2:14][CH3:15])[CH:9]=[CH:8][C:4]=2[N:5]=[CH:6][N:7]=1.[C:19]1([OH:25])[CH:24]=[CH:23][CH:22]=[CH:21][CH:20]=1.C(=O)([O-])[O-].[K+].[K+].CN1CCCC1=O, predict the reaction product. The product is: [O:25]([C:2]1[C:3]2[N:10]([CH2:11][CH:12]([O:16][CH2:17][CH3:18])[O:13][CH2:14][CH3:15])[CH:9]=[CH:8][C:4]=2[N:5]=[CH:6][N:7]=1)[C:19]1[CH:24]=[CH:23][CH:22]=[CH:21][CH:20]=1. (5) Given the reactants [Cl:1][C:2]1[CH:7]=[CH:6][C:5]([CH:8]([NH:21]S(C(C)(C)C)=O)[CH2:9][CH2:10][C:11]2[CH:16]=[CH:15][C:14]([C:17]([F:20])([F:19])[F:18])=[CH:13][CH:12]=2)=[CH:4][CH:3]=1.Cl, predict the reaction product. The product is: [ClH:1].[Cl:1][C:2]1[CH:7]=[CH:6][C:5]([CH:8]([NH2:21])[CH2:9][CH2:10][C:11]2[CH:16]=[CH:15][C:14]([C:17]([F:19])([F:20])[F:18])=[CH:13][CH:12]=2)=[CH:4][CH:3]=1.